This data is from Reaction yield outcomes from USPTO patents with 853,638 reactions. The task is: Predict the reaction yield, written as a fraction of the theoretical maximum amount of product (1.0 means a 100% yield; for example, 0.34 means a 34% yield). (1) The reactants are I/[C:2](/[C:9]1[CH:14]=[CH:13][CH:12]=[CH:11][CH:10]=1)=[CH:3]\[C:4]([O:6][CH2:7][CH3:8])=[O:5].O1C=CC=C1P(C1OC=CC=1)C1OC=CC=1.[F:31][C:32]([F:43])([F:42])[C:33]1[CH:38]=[CH:37][C:36](B(O)O)=[CH:35][CH:34]=1.C(=O)([O-])[O-].[Na+].[Na+]. The catalyst is O1CCOCC1.O.C1C=CC(/C=C/C(/C=C/C2C=CC=CC=2)=O)=CC=1.C1C=CC(/C=C/C(/C=C/C2C=CC=CC=2)=O)=CC=1.C1C=CC(/C=C/C(/C=C/C2C=CC=CC=2)=O)=CC=1.[Pd].[Pd]. The product is [C:9]1(/[C:2](/[C:36]2[CH:37]=[CH:38][C:33]([C:32]([F:43])([F:42])[F:31])=[CH:34][CH:35]=2)=[CH:3]/[C:4]([O:6][CH2:7][CH3:8])=[O:5])[CH:14]=[CH:13][CH:12]=[CH:11][CH:10]=1. The yield is 0.560. (2) The reactants are [CH3:1][Al](C)C.[Br:5][C:6]1[CH:7]=[C:8]2[C:13](=[CH:14][CH:15]=1)[O:12][C:11]([CH3:17])([CH3:16])[CH2:10][C:9]2=[O:18]. The catalyst is C1(C)C=CC=CC=1. The product is [Br:5][C:6]1[CH:7]=[C:8]2[C:13](=[CH:14][CH:15]=1)[O:12][C:11]([CH3:16])([CH3:17])[CH2:10][C:9]2([CH3:1])[OH:18]. The yield is 0.866. (3) The yield is 0.990. The reactants are [C:1](#[N:4])[CH:2]=[CH2:3].[C:5]1([CH:11]2[CH2:16][CH2:15][NH:14][CH2:13][CH2:12]2)[CH:10]=[CH:9][CH:8]=[CH:7][CH:6]=1. The catalyst is CCO. The product is [C:5]1([CH:11]2[CH2:12][CH2:13][N:14]([CH2:3][CH2:2][C:1]#[N:4])[CH2:15][CH2:16]2)[CH:10]=[CH:9][CH:8]=[CH:7][CH:6]=1. (4) The reactants are C([O:6][C:7]1[C:13]([Cl:14])=[C:12]([Cl:15])[C:10]([OH:11])=[C:9]([Cl:16])[C:8]=1[Cl:17])CCCC.Cl[C:19]1[C:20](=O)[C:21](C#N)=C(C#N)[C:23](=O)[C:24]=1Cl. The catalyst is CO. The product is [CH2:23]([C:13]1([Cl:14])[CH:12]([Cl:15])[C:10](=[O:11])[C:9]([Cl:16])=[C:8]([Cl:17])[C:7]1=[O:6])[CH2:24][CH2:19][CH2:20][CH3:21]. The yield is 1.00. (5) The reactants are [C:1]([O:5][C:6](=[O:20])[NH:7][C:8]1[S:9][C:10]2[CH:16]=[C:15]([CH2:17]O)[CH:14]=[C:13]([Br:19])[C:11]=2[N:12]=1)([CH3:4])([CH3:3])[CH3:2].C1(P(C2C=CC=CC=2)C2C=CC=CC=2)C=CC=CC=1.C1C(=O)N([Br:47])C(=O)C1. The catalyst is ClCCl. The product is [C:1]([O:5][C:6](=[O:20])[NH:7][C:8]1[S:9][C:10]2[CH:16]=[C:15]([CH2:17][Br:47])[CH:14]=[C:13]([Br:19])[C:11]=2[N:12]=1)([CH3:4])([CH3:3])[CH3:2]. The yield is 0.430. (6) The reactants are [Cl:1][C:2]1[CH:8]=[C:7](I)[CH:6]=[CH:5][C:3]=1[NH2:4].[CH3:10][PH:11](=[O:13])[CH3:12].P([O-])([O-])([O-])=O.[K+].[K+].[K+]. The catalyst is CN(C=O)C.C([O-])(=O)C.[Pd+2].C([O-])(=O)C.CC1(C)C2C(=C(P(C3C=CC=CC=3)C3C=CC=CC=3)C=CC=2)OC2C(P(C3C=CC=CC=3)C3C=CC=CC=3)=CC=CC1=2. The product is [Cl:1][C:2]1[CH:8]=[C:7]([P:11]([CH3:12])([CH3:10])=[O:13])[CH:6]=[CH:5][C:3]=1[NH2:4]. The yield is 0.830. (7) The reactants are [C:1]1([CH3:13])[CH:6]=[CH:5][CH:4]=[CH:3][C:2]=1[CH2:7][CH2:8][NH:9][C:10](=O)[CH3:11].O=P12OP3(OP(OP(O3)(O1)=O)(=O)O2)=O. No catalyst specified. The product is [CH3:11][C:10]1[C:3]2[C:2](=[C:1]([CH3:13])[CH:6]=[CH:5][CH:4]=2)[CH2:7][CH2:8][N:9]=1. The yield is 0.590.